From a dataset of Full USPTO retrosynthesis dataset with 1.9M reactions from patents (1976-2016). Predict the reactants needed to synthesize the given product. (1) Given the product [Cl:1][C:2]1[CH:3]=[N:4][C:5]2[N:6]([N:8]=[C:9]([C:11]([N:28]3[CH2:27][CH2:26][N:25]4[C:21]([C:18]5[CH:19]=[N:20][C:15]([F:14])=[CH:16][CH:17]=5)=[N:22][N:23]=[C:24]4[CH:29]3[CH3:30])=[O:13])[CH:10]=2)[CH:7]=1, predict the reactants needed to synthesize it. The reactants are: [Cl:1][C:2]1[CH:3]=[N:4][C:5]2[N:6]([N:8]=[C:9]([C:11]([OH:13])=O)[CH:10]=2)[CH:7]=1.[F:14][C:15]1[N:20]=[CH:19][C:18]([C:21]2[N:25]3[CH2:26][CH2:27][NH:28][CH:29]([CH3:30])[C:24]3=[N:23][N:22]=2)=[CH:17][CH:16]=1. (2) Given the product [NH2:1][C:2]([C:4]1[CH:5]=[N:6][C:7]2[C:12]([C:13]=1[NH:14][C:15]1[CH:16]=[C:17]([CH:23]=[CH:24][CH:25]=1)[C:18]([O:20][CH2:21][CH3:22])=[O:19])=[CH:11][CH:10]=[C:9]([C:32]1[C:33]([O:35][CH3:36])=[N:34][C:29]([O:28][CH3:27])=[N:30][CH:31]=1)[CH:8]=2)=[O:3], predict the reactants needed to synthesize it. The reactants are: [NH2:1][C:2]([C:4]1[CH:5]=[N:6][C:7]2[C:12]([C:13]=1[NH:14][C:15]1[CH:16]=[C:17]([CH:23]=[CH:24][CH:25]=1)[C:18]([O:20][CH2:21][CH3:22])=[O:19])=[CH:11][CH:10]=[C:9](Br)[CH:8]=2)=[O:3].[CH3:27][O:28][C:29]1[N:34]=[C:33]([O:35][CH3:36])[C:32](B(O)O)=[CH:31][N:30]=1.C(=O)(O)[O-].[Na+]. (3) Given the product [CH2:1]([O:3][C:4]([C:6]1[NH:7][C:8]2[C:13]([CH:14]=1)=[CH:12][C:11]([NH:15][CH:16]1[CH2:20][CH2:19][N:18]([CH:22]([CH3:24])[CH3:21])[CH2:17]1)=[CH:10][CH:9]=2)=[O:5])[CH3:2], predict the reactants needed to synthesize it. The reactants are: [CH2:1]([O:3][C:4]([C:6]1[NH:7][C:8]2[C:13]([CH:14]=1)=[CH:12][C:11]([NH:15][CH:16]1[CH2:20][CH2:19][NH:18][CH2:17]1)=[CH:10][CH:9]=2)=[O:5])[CH3:2].[CH3:21][C:22]([CH3:24])=O.C(O[BH-](OC(=O)C)OC(=O)C)(=O)C.[Na+].C([O-])([O-])=O.[Na+].[Na+].